From a dataset of Reaction yield outcomes from USPTO patents with 853,638 reactions. Predict the reaction yield, written as a fraction of the theoretical maximum amount of product (1.0 means a 100% yield; for example, 0.34 means a 34% yield). (1) The yield is 0.680. No catalyst specified. The reactants are O[C:2]1[N:10]=[CH:9][C:8]([N+:11]([O-:13])=[O:12])=[CH:7][C:3]=1[C:4]([OH:6])=[O:5].CN(C)C=O.S(Cl)([Cl:21])=O. The product is [Cl:21][C:2]1[N:10]=[CH:9][C:8]([N+:11]([O-:13])=[O:12])=[CH:7][C:3]=1[C:4]([OH:6])=[O:5]. (2) The reactants are [C:1]1([C@@H:7]([NH:9][C:10]2[N:15]=[C:14]([N:16]3[C:20]4[CH:21]=[C:22]([NH2:25])[CH:23]=[CH:24][C:19]=4[N:18]=[CH:17]3)[CH:13]=[N:12][CH:11]=2)[CH3:8])[CH:6]=[CH:5][CH:4]=[CH:3][CH:2]=1.Cl.[C:27](Cl)(=[O:34])[C:28]1[CH:33]=[CH:32][N:31]=[CH:30][CH:29]=1. No catalyst specified. The product is [C:1]1([C@@H:7]([NH:9][C:10]2[N:15]=[C:14]([N:16]3[C:20]4[CH:21]=[C:22]([NH:25][C:27](=[O:34])[C:28]5[CH:33]=[CH:32][N:31]=[CH:30][CH:29]=5)[CH:23]=[CH:24][C:19]=4[N:18]=[CH:17]3)[CH:13]=[N:12][CH:11]=2)[CH3:8])[CH:6]=[CH:5][CH:4]=[CH:3][CH:2]=1. The yield is 0.230. (3) The reactants are [NH2:1][C:2]1[CH:3]=[C:4]2[C:8](=[CH:9][CH:10]=1)[C:7](=[O:11])[CH2:6][CH2:5]2.[C:12](Cl)(=[O:21])[C:13]1[CH:18]=[CH:17][CH:16]=[C:15]([O:19][CH3:20])[CH:14]=1.C(N(CC)CC)C. The catalyst is C1COCC1. The product is [CH3:20][O:19][C:15]1[CH:14]=[C:13]([CH:18]=[CH:17][CH:16]=1)[C:12]([NH:1][C:2]1[CH:3]=[C:4]2[C:8](=[CH:9][CH:10]=1)[C:7](=[O:11])[CH2:6][CH2:5]2)=[O:21]. The yield is 0.520. (4) The reactants are CO[C:3]([C:5]1[C:13]([NH:14][C:15]2[CH:20]=[CH:19][C:18]([Br:21])=[CH:17][C:16]=2[Cl:22])=[C:12]([Cl:23])[C:8]2[N:9]=CNC=2[CH:6]=1)=[O:4].[CH3:24][O:25]C(C1C(NC2C=CC(Br)=CC=2)=C(Cl)C2N=CNC=2C=1)=O.C1C(=O)[N:50](Cl)C(=O)C1.Cl.[C:55](=[O:58])(O)[O-].[Na+].OS([O-])=O.[Na+].[CH3:65][N:66]([CH:68]=O)[CH3:67]. The catalyst is O. The product is [OH:25][CH2:24][CH2:55][O:58][NH:50][C:3]([C:5]1[C:13]([NH:14][C:15]2[CH:20]=[CH:19][C:18]([Br:21])=[CH:17][C:16]=2[Cl:22])=[C:12]([Cl:23])[C:8]2[N:9]=[CH:68][N:66]([CH3:65])[C:67]=2[CH:6]=1)=[O:4]. The yield is 0.570. (5) The reactants are C[O:2][C:3](=O)[CH:4]=[CH:5][C:6]1[CH:7]=[C:8]2[C:13](=[CH:14][CH:15]=1)[N:12]=[CH:11][N:10]=[C:9]2[O:16][C:17]1[CH:22]=[CH:21][CH:20]=[CH:19][CH:18]=1.CC(C[AlH]CC(C)C)C. The catalyst is C1(C)C=CC=CC=1. The product is [O:16]([C:9]1[C:8]2[C:13](=[CH:14][CH:15]=[C:6]([CH:5]=[CH:4][CH2:3][OH:2])[CH:7]=2)[N:12]=[CH:11][N:10]=1)[C:17]1[CH:18]=[CH:19][CH:20]=[CH:21][CH:22]=1. The yield is 0.730. (6) The reactants are O[C@H:2]1[CH2:7][CH2:6][C@H:5]([NH:8][C:9]([O:11][C:12]([CH3:15])([CH3:14])[CH3:13])=[O:10])[CH:4]=[CH:3]1.C1(P(C2C=CC=CC=2)C2C=CC=CC=2)C=CC=CC=1.[Cl:35]C(Cl)(Cl)C(C(Cl)(Cl)Cl)=O. No catalyst specified. The product is [C:12]([O:11][C:9]([NH:8][C@H:5]1[CH2:6][CH2:7][C@@H:2]([Cl:35])[CH:3]=[CH:4]1)=[O:10])([CH3:15])([CH3:14])[CH3:13]. The yield is 0.620. (7) The reactants are CC(OI1(OC(C)=O)(OC(C)=O)OC(=O)C2C=CC=CC1=2)=[O:3].[C:23]([C:27]1[CH:32]=[CH:31][C:30](/[C:33](/[C:37]2[CH:42]=[CH:41][C:40]([Cl:43])=[C:39]([O:44][CH3:45])[N:38]=2)=[CH:34]\[CH2:35][OH:36])=[CH:29][CH:28]=1)([CH3:26])([CH3:25])[CH3:24].S([O-])([O-])(=O)=S.[Na+].[Na+]. The catalyst is C(Cl)(Cl)Cl. The product is [C:23]([C:27]1[CH:32]=[CH:31][C:30](/[C:33](/[C:37]2[CH:42]=[CH:41][C:40]([Cl:43])=[C:39]([O:44][CH3:45])[N:38]=2)=[CH:34]\[C:35]([OH:3])=[O:36])=[CH:29][CH:28]=1)([CH3:26])([CH3:24])[CH3:25]. The yield is 0.690. (8) The catalyst is C(Cl)Cl. The yield is 0.975. The product is [C:9]1([CH3:19])[CH:14]=[CH:13][C:12]([S:15]([NH:1][C@@H:2]2[CH2:7][CH2:6][CH2:5][CH2:4][C@H:3]2[NH2:8])(=[O:17])=[O:16])=[CH:11][CH:10]=1. The reactants are [NH2:1][C@@H:2]1[CH2:7][CH2:6][CH2:5][CH2:4][C@H:3]1[NH2:8].[C:9]1([CH3:19])[CH:14]=[CH:13][C:12]([S:15](Cl)(=[O:17])=[O:16])=[CH:11][CH:10]=1. (9) The reactants are [OH:1][C:2]1[CH:10]=[CH:9][CH:8]=[C:7]2[C:3]=1[CH2:4][CH2:5][C:6]2=[O:11].Cl[CH2:13][CH2:14][C:15]([OH:17])=[O:16].Cl.S(=O)(=O)(O)O.[CH2:24](O)[CH3:25]. The catalyst is [OH-].[K+]. The product is [O:11]=[C:6]1[C:7]2[C:3](=[C:2]([O:1][CH2:13][CH2:14][C:15]([O:17][CH2:24][CH3:25])=[O:16])[CH:10]=[CH:9][CH:8]=2)[CH2:4][CH2:5]1. The yield is 0.220.